This data is from Peptide-MHC class I binding affinity with 185,985 pairs from IEDB/IMGT. The task is: Regression. Given a peptide amino acid sequence and an MHC pseudo amino acid sequence, predict their binding affinity value. This is MHC class I binding data. (1) The peptide sequence is FHAPPPSVC. The MHC is HLA-A80:01 with pseudo-sequence HLA-A80:01. The binding affinity (normalized) is 0.0847. (2) The peptide sequence is GTFKSVAVK. The MHC is HLA-A02:06 with pseudo-sequence HLA-A02:06. The binding affinity (normalized) is 0.0847.